Predict the reactants needed to synthesize the given product. From a dataset of Full USPTO retrosynthesis dataset with 1.9M reactions from patents (1976-2016). (1) Given the product [C:25]([O:29][C:30](=[O:42])[CH2:31][N:32]([S:19]([C:16]1[CH:17]=[C:18]2[C:13]([C:12]([Cl:23])=[CH:11][N:10]=[C:9]2[Cl:8])=[CH:14][CH:15]=1)(=[O:21])=[O:20])[CH2:33][C:34]1[CH:39]=[CH:38][C:37]([O:40][CH3:41])=[CH:36][CH:35]=1)([CH3:28])([CH3:27])[CH3:26], predict the reactants needed to synthesize it. The reactants are: CCN(CC)CC.[Cl:8][C:9]1[C:18]2[C:13](=[CH:14][CH:15]=[C:16]([S:19](Cl)(=[O:21])=[O:20])[CH:17]=2)[C:12]([Cl:23])=[CH:11][N:10]=1.Cl.[C:25]([O:29][C:30](=[O:42])[CH2:31][NH:32][CH2:33][C:34]1[CH:39]=[CH:38][C:37]([O:40][CH3:41])=[CH:36][CH:35]=1)([CH3:28])([CH3:27])[CH3:26]. (2) The reactants are: [CH:1]1([C:4]2[C:5]([O:13][CH2:14][C:15]([F:18])([F:17])[F:16])=[CH:6][C:7]([C:10]([OH:12])=O)=[N:8][CH:9]=2)[CH2:3][CH2:2]1.[NH2:19][C:20]1([CH2:26]O)[CH2:25][CH2:24][CH2:23][CH2:22][CH2:21]1. Given the product [CH:1]1([C:4]2[C:5]([O:13][CH2:14][C:15]([F:18])([F:17])[F:16])=[CH:6][C:7]([C:10]3[O:12][CH2:26][C:20]4([CH2:25][CH2:24][CH2:23][CH2:22][CH2:21]4)[N:19]=3)=[N:8][CH:9]=2)[CH2:2][CH2:3]1, predict the reactants needed to synthesize it.